From a dataset of Full USPTO retrosynthesis dataset with 1.9M reactions from patents (1976-2016). Predict the reactants needed to synthesize the given product. (1) Given the product [CH3:1][O:2][C:3]1[CH:4]=[CH:5][C:6]([N:9]2[C:13]3[CH:14]=[CH:15][CH:16]=[CH:17][C:12]=3[N:11]=[C:10]2[C:18]2[CH:26]=[CH:25][C:21]([C:22]([NH:33][CH2:32][C:28]3[S:27][CH:31]=[CH:30][CH:29]=3)=[O:24])=[CH:20][CH:19]=2)=[CH:7][CH:8]=1, predict the reactants needed to synthesize it. The reactants are: [CH3:1][O:2][C:3]1[CH:8]=[CH:7][C:6]([N:9]2[C:13]3[CH:14]=[CH:15][CH:16]=[CH:17][C:12]=3[N:11]=[C:10]2[C:18]2[CH:26]=[CH:25][C:21]([C:22]([OH:24])=O)=[CH:20][CH:19]=2)=[CH:5][CH:4]=1.[S:27]1[CH:31]=[CH:30][CH:29]=[C:28]1[CH2:32][NH2:33].C(N(CC)CC)C.CCCP1(OP(CCC)(=O)OP(CCC)(=O)O1)=O.C(OCC)(=O)C.C(=O)(O)[O-].[Na+]. (2) Given the product [C:39]([O:38][C:36]([N:33]1[CH2:34][CH2:35][C:29]2([CH2:28][N:27]([C@H:23]3[C:24]4[C:20](=[CH:19][C:18]([C:15]5[CH:14]=[N:13][C:12]([C:5](=[O:6])[NH2:7])=[CH:17][N:16]=5)=[CH:26][CH:25]=4)[CH2:21][CH2:22]3)[CH2:30]2)[CH2:31][CH2:32]1)=[O:37])([CH3:42])([CH3:40])[CH3:41], predict the reactants needed to synthesize it. The reactants are: O.OO.N[C:5]([NH2:7])=[O:6].[OH-].[Na+].C([C:12]1[N:13]=[CH:14][C:15]([C:18]2[CH:19]=[C:20]3[C:24](=[CH:25][CH:26]=2)[C@H:23]([N:27]2[CH2:30][C:29]4([CH2:35][CH2:34][N:33]([C:36]([O:38][C:39]([CH3:42])([CH3:41])[CH3:40])=[O:37])[CH2:32][CH2:31]4)[CH2:28]2)[CH2:22][CH2:21]3)=[N:16][CH:17]=1)#N. (3) Given the product [Cl:1][C:2]1[CH:7]=[CH:6][C:5]([C:8]2[N:12]([C:13]3[CH:18]=[CH:17][C:16]([Cl:19])=[CH:15][C:14]=3[Cl:20])[N:11]=[C:10]([C:21]([NH:34][N:27]3[CH2:33][CH2:32][CH2:31][CH2:30][CH2:29][CH2:28]3)=[O:22])[C:9]=2[S:24][CH3:25])=[CH:4][CH:3]=1, predict the reactants needed to synthesize it. The reactants are: [Cl:1][C:2]1[CH:7]=[CH:6][C:5]([C:8]2[N:12]([C:13]3[CH:18]=[CH:17][C:16]([Cl:19])=[CH:15][C:14]=3[Cl:20])[N:11]=[C:10]([C:21]([O-])=[O:22])[C:9]=2[S:24][CH3:25])=[CH:4][CH:3]=1.[Li+].[N:27]1([NH2:34])[CH2:33][CH2:32][CH2:31][CH2:30][CH2:29][CH2:28]1.CN(C(ON1N=NC2C=CC=CC1=2)=[N+](C)C)C.[B-](F)(F)(F)F.CCN(CC)CC. (4) Given the product [C:76]([CH2:75][C:71]1[CH:70]=[C:69]([C:2]2[CH:7]=[C:6]([C:8]3[CH:13]=[CH:12][CH:11]=[CH:10][CH:9]=3)[N:5]=[C:4]([NH:14][C:15](=[O:29])[CH2:16][CH2:17][C:18]([C:20]3[CH:21]=[CH:22][C:23]4[O:27][CH2:26][CH2:25][C:24]=4[CH:28]=3)=[O:19])[CH:3]=2)[CH:74]=[CH:73][CH:72]=1)#[N:77], predict the reactants needed to synthesize it. The reactants are: Cl[C:2]1[CH:7]=[C:6]([C:8]2[CH:13]=[CH:12][CH:11]=[CH:10][CH:9]=2)[N:5]=[C:4]([NH:14][C:15](=[O:29])[CH2:16][CH2:17][C:18]([C:20]2[CH:21]=[CH:22][C:23]3[O:27][CH2:26][CH2:25][C:24]=3[CH:28]=2)=[O:19])[CH:3]=1.C1(C2C=CC=CC=2)C=CC=CC=1P(C1CCCCC1)C1CCCCC1.C(=O)([O-])[O-].[K+].[K+].CC1(C)C(C)(C)OB([C:69]2[CH:70]=[C:71]([CH2:75][C:76]#[N:77])[CH:72]=[CH:73][CH:74]=2)O1. (5) The reactants are: [NH2:1][C:2]1[C:11]2[CH:10]=[CH:9][CH:8]=[C:7](Br)[C:6]=2[N:5]=[C:4]2[CH2:13][N:14]([CH:17]3[CH2:20][CH2:19][CH2:18]3)[C:15](=[O:16])[C:3]=12.[F:21][C:22]1[CH:23]=[CH:24][C:25]([O:31][CH3:32])=[C:26](B(O)O)[CH:27]=1. Given the product [NH2:1][C:2]1[C:11]2[CH:10]=[CH:9][CH:8]=[C:7]([C:24]3[CH:23]=[C:22]([F:21])[CH:27]=[CH:26][C:25]=3[O:31][CH3:32])[C:6]=2[N:5]=[C:4]2[CH2:13][N:14]([CH:17]3[CH2:20][CH2:19][CH2:18]3)[C:15](=[O:16])[C:3]=12, predict the reactants needed to synthesize it. (6) Given the product [CH3:24][C:23]1[CH:22]=[C:21]([CH3:25])[NH:20][C:19](=[O:26])[C:18]=1[CH2:17][NH:16][C:14]([C:4]1[C:5]2[CH:10]=[N:9][N:8]([CH:11]([CH3:13])[CH3:12])[C:6]=2[N:7]=[C:2]([C:35]2[CH:36]=[C:37]3[C:41](=[CH:42][CH:43]=2)[NH:40][N:39]=[CH:38]3)[CH:3]=1)=[O:15], predict the reactants needed to synthesize it. The reactants are: Cl[C:2]1[CH:3]=[C:4]([C:14]([NH:16][CH2:17][C:18]2[C:19](=[O:26])[NH:20][C:21]([CH3:25])=[CH:22][C:23]=2[CH3:24])=[O:15])[C:5]2[CH:10]=[N:9][N:8]([CH:11]([CH3:13])[CH3:12])[C:6]=2[N:7]=1.CC1(C)C(C)(C)OB([C:35]2[CH:36]=[C:37]3[C:41](=[CH:42][CH:43]=2)[NH:40][N:39]=[CH:38]3)O1.C(=O)([O-])[O-].[Na+].[Na+].